Dataset: Catalyst prediction with 721,799 reactions and 888 catalyst types from USPTO. Task: Predict which catalyst facilitates the given reaction. (1) Reactant: [CH:1]1([C:4]2[O:5][C:6]3[C:7](=[C:9]([C:22]#[N:23])[C:10]([CH3:21])=[C:11]([C:14]4[CH:19]=[CH:18][CH:17]=[CH:16][C:15]=4[F:20])[C:12]=3F)[N:8]=2)[CH2:3][CH2:2]1.C(N(CC)CC)C.[CH3:31][N:32]([CH3:38])[C@H:33]1[CH2:37][CH2:36][NH:35][CH2:34]1.C(=O)([O-])O.[Na+]. Product: [CH:1]1([C:4]2[O:5][C:6]3[C:7](=[C:9]([C:22]#[N:23])[C:10]([CH3:21])=[C:11]([C:14]4[CH:19]=[CH:18][CH:17]=[CH:16][C:15]=4[F:20])[C:12]=3[N:35]3[CH2:36][CH2:37][C@H:33]([N:32]([CH3:38])[CH3:31])[CH2:34]3)[N:8]=2)[CH2:3][CH2:2]1. The catalyst class is: 148. (2) Reactant: Cl.[C:2]([C:6]1[O:10][N:9]=[C:8]([NH2:11])[CH:7]=1)([CH3:5])([CH3:4])[CH3:3].C[Al](C)C.C1(C)C=CC=CC=1.C[O:24][C:25](=O)[CH:26]([NH:30][C:31]([O:33][C:34]([CH3:37])([CH3:36])[CH3:35])=[O:32])[CH2:27][CH2:28][CH3:29]. Product: [C:34]([O:33][C:31](=[O:32])[NH:30][CH:26]([C:25](=[O:24])[NH:11][C:8]1[CH:7]=[C:6]([C:2]([CH3:5])([CH3:4])[CH3:3])[O:10][N:9]=1)[CH2:27][CH2:28][CH3:29])([CH3:35])([CH3:36])[CH3:37]. The catalyst class is: 1. (3) Reactant: [OH:1][CH:2]1[O:10][C@H:9]([CH2:11][OH:12])[C@@H:7]([OH:8])[C@H:5]([OH:6])[C@H:3]1[NH2:4].OCC([C@H]([C@@H]([C@@H](CO)O)O)O)=O.N.[NH4+]. The catalyst class is: 6. Product: [OH:1][CH:2]1[O:10][C@H:9]([CH2:11][OH:12])[C@@H:7]([OH:8])[C@H:5]([OH:6])[C@@H:3]1[NH2:4]. (4) Product: [Br:1][C:2]1[CH:3]=[CH:4][C:5]([CH:8]([CH:20]2[CH2:24][CH2:23][CH2:22][CH2:21]2)[CH2:9][C:10]([C:12]2[CH:17]=[CH:16][C:15](=[O:18])[NH:14][CH:13]=2)=[O:11])=[CH:6][CH:7]=1. The catalyst class is: 12. Reactant: [Br:1][C:2]1[CH:7]=[CH:6][C:5]([CH:8]([CH:20]2[CH2:24][CH2:23][CH2:22][CH2:21]2)[CH2:9][C:10]([C:12]2[CH:13]=[N:14][C:15]([O:18]C)=[CH:16][CH:17]=2)=[O:11])=[CH:4][CH:3]=1.Cl.